From a dataset of Forward reaction prediction with 1.9M reactions from USPTO patents (1976-2016). Predict the product of the given reaction. (1) Given the reactants [CH3:1][C:2]1[C:3]([C:13]([OH:15])=O)=[N:4][N:5]([C:7]2[CH:12]=[CH:11][CH:10]=[CH:9][CH:8]=2)[N:6]=1.[CH3:16][O:17][CH2:18][CH2:19][N:20]([CH3:28])[C:21]1[CH:26]=[CH:25][C:24]([NH2:27])=[CH:23][N:22]=1, predict the reaction product. The product is: [CH3:16][O:17][CH2:18][CH2:19][N:20]([CH3:28])[C:21]1[N:22]=[CH:23][C:24]([NH:27][C:13]([C:3]2[C:2]([CH3:1])=[N:6][N:5]([C:7]3[CH:8]=[CH:9][CH:10]=[CH:11][CH:12]=3)[N:4]=2)=[O:15])=[CH:25][CH:26]=1. (2) Given the reactants [Br:1][C:2]1[CH:3]=[N:4][C:5](Cl)=[N:6][CH:7]=1.[CH3:9][N:10]1[CH2:15][CH2:14][NH:13][CH2:12][CH2:11]1, predict the reaction product. The product is: [Br:1][C:2]1[CH:3]=[N:4][C:5]([N:13]2[CH2:14][CH2:15][N:10]([CH3:9])[CH2:11][CH2:12]2)=[N:6][CH:7]=1. (3) Given the reactants [H-].[Al+3].[Li+].[H-].[H-].[H-].[Cl:7][C:8]1[CH:13]=[CH:12][CH:11]=[CH:10][C:9]=1[C:14]1[O:15][C:16]([CH:30]([CH3:32])[CH3:31])=[C:17]([CH2:19][CH2:20][C:21]([C:23]2[CH:28]=[CH:27][C:26]([OH:29])=[CH:25][CH:24]=2)=[O:22])[N:18]=1.[Cl-].[NH4+], predict the reaction product. The product is: [Cl:7][C:8]1[CH:13]=[CH:12][CH:11]=[CH:10][C:9]=1[C:14]1[O:15][C:16]([CH:30]([CH3:32])[CH3:31])=[C:17]([CH2:19][CH2:20][CH:21]([C:23]2[CH:24]=[CH:25][C:26]([OH:29])=[CH:27][CH:28]=2)[OH:22])[N:18]=1. (4) Given the reactants [O:1]=[C:2]1[CH2:6][CH2:5][N:4]([C:7]([O:9][C:10]([CH3:13])([CH3:12])[CH3:11])=[O:8])[CH2:3]1, predict the reaction product. The product is: [CH3:3][N:4]([CH:7]=[C:6]1[C:2](=[O:1])[CH2:3][N:4]([C:7]([O:9][C:10]([CH3:13])([CH3:12])[CH3:11])=[O:8])[CH2:5]1)[CH3:5]. (5) Given the reactants [Cl:1][C:2]1[C:7]([N+:8]([O-:10])=[O:9])=[C:6]([Cl:11])[CH:5]=[C:4]([CH3:12])[N:3]=1.[Cr](O)(O)(=O)=O.C(N(CC)CC)C.[OH2:25].[O:26]1[CH2:30]CCC1, predict the reaction product. The product is: [Cl:11][C:6]1[C:7]([N+:8]([O-:10])=[O:9])=[C:2]([Cl:1])[N:3]=[C:4]([C:12]([O:26][CH3:30])=[O:25])[CH:5]=1. (6) Given the reactants C([O:8][C:9]1[C:10]([CH3:26])=[C:11]([CH3:25])[C:12]([NH:16][C:17]([CH:19]2[CH2:24][CH2:23][CH2:22][CH2:21][CH2:20]2)=[O:18])=[N:13][C:14]=1[CH3:15])C1C=CC=CC=1, predict the reaction product. The product is: [OH:8][C:9]1[C:10]([CH3:26])=[C:11]([CH3:25])[C:12]([NH:16][C:17]([CH:19]2[CH2:24][CH2:23][CH2:22][CH2:21][CH2:20]2)=[O:18])=[N:13][C:14]=1[CH3:15]. (7) Given the reactants [C:1]([C:5]1[CH:9]=[C:8]([NH2:10])[N:7]([C:11]2[CH:16]=[CH:15][C:14]([CH3:17])=[CH:13][CH:12]=2)[N:6]=1)([CH3:4])([CH3:3])[CH3:2].[C:18]([O-])(O)=[O:19].[Na+].O=C(Cl)OC(Cl)(Cl)Cl, predict the reaction product. The product is: [C:1]([C:5]1[CH:9]=[C:8]([N:10]=[C:18]=[O:19])[N:7]([C:11]2[CH:12]=[CH:13][C:14]([CH3:17])=[CH:15][CH:16]=2)[N:6]=1)([CH3:4])([CH3:3])[CH3:2].